From a dataset of Forward reaction prediction with 1.9M reactions from USPTO patents (1976-2016). Predict the product of the given reaction. (1) Given the reactants C(N1C(=O)C=CC(C2N=C(C(O)=O)C(NCC3C=CC(OC)=CC=3)=NC=2C2C=CC=CC=2)=N1)(C)C.[CH:36]([N:39]1[C:44](=[O:45])[CH:43]=[CH:42][C:41]([C:46]2[N:47]=[C:48]([NH:61][CH2:62][C:63]3[CH:68]=[CH:67][C:66]([O:69][CH3:70])=[CH:65][CH:64]=3)[C:49](C(O)=O)=[N:50][C:51]=2[C:52]2[CH:57]=[CH:56][CH:55]=[CH:54][CH:53]=2)=[N:40]1)([CH3:38])[CH3:37], predict the reaction product. The product is: [CH:36]([N:39]1[C:44](=[O:45])[CH:43]=[CH:42][C:41]([C:46]2[C:51]([C:52]3[CH:57]=[CH:56][CH:55]=[CH:54][CH:53]=3)=[N:50][CH:49]=[C:48]([NH:61][CH2:62][C:63]3[CH:64]=[CH:65][C:66]([O:69][CH3:70])=[CH:67][CH:68]=3)[N:47]=2)=[N:40]1)([CH3:38])[CH3:37]. (2) Given the reactants C([O:8][C:9]1[CH:14]=[CH:13][C:12]([C@@H:15]2[C@@H:18]([CH2:19][CH2:20][C:21](OC)=[O:22])[C:17](=[O:25])[N:16]2[C:26]2[CH:31]=[CH:30][C:29]([F:32])=[CH:28][CH:27]=2)=[CH:11][CH:10]=1)C1C=CC=CC=1.Cl.[CH3:34][NH:35][O:36][CH3:37].[CH:38]([Mg]Cl)([CH3:40])[CH3:39].[NH4+].[Cl-].[CH2:45]1[CH2:49]O[CH2:47][CH2:46]1, predict the reaction product. The product is: [CH2:39]([O:8][C:9]1[CH:14]=[CH:13][C:12]([C@@H:15]2[C@@H:18]([CH2:19][CH2:20][C:21]([N:35]([O:36][CH3:37])[CH3:34])=[O:22])[C:17](=[O:25])[N:16]2[C:26]2[CH:31]=[CH:30][C:29]([F:32])=[CH:28][CH:27]=2)=[CH:11][CH:10]=1)[C:38]1[CH:40]=[CH:47][CH:46]=[CH:45][CH:49]=1. (3) Given the reactants [CH2:1]([O:3][C:4]([C@H:6]1[C:10](=[O:11])[CH:9]([NH:12][C:13]([O:15][C:16]([CH3:19])([CH3:18])[CH3:17])=[O:14])[CH2:8][S:7]1)=[O:5])[CH3:2].[BH4-].[Na+].CC(C)=O.C(O)(=O)C, predict the reaction product. The product is: [CH2:1]([O:3][C:4]([C@H:6]1[CH:10]([OH:11])[CH:9]([NH:12][C:13]([O:15][C:16]([CH3:17])([CH3:19])[CH3:18])=[O:14])[CH2:8][S:7]1)=[O:5])[CH3:2]. (4) Given the reactants [Cl:1][C:2]1[CH:7]=[C:6]([C:8]#[C:9][C:10]2[N:11]=[C:12]([CH3:15])[NH:13][CH:14]=2)[CH:5]=[CH:4][N:3]=1.Cl[C:17]1[CH:22]=[CH:21][N:20]=[C:19]([C:23]([F:26])([F:25])[F:24])[N:18]=1, predict the reaction product. The product is: [Cl:1][C:2]1[CH:7]=[C:6]([C:8]#[C:9][C:10]2[N:11]=[C:12]([CH3:15])[N:13]([C:17]3[CH:22]=[CH:21][N:20]=[C:19]([C:23]([F:26])([F:25])[F:24])[N:18]=3)[CH:14]=2)[CH:5]=[CH:4][N:3]=1. (5) Given the reactants [C:1]([NH2:10])(=[O:9])[C:2]1[C:3](=[CH:5][CH:6]=[CH:7][CH:8]=1)[OH:4].Br[CH2:12][C:13]([C:15]1[CH:20]=[CH:19][CH:18]=[C:17]([O:21][CH3:22])[CH:16]=1)=[O:14].C(=O)([O-])[O-].[K+].[K+].O, predict the reaction product. The product is: [CH3:22][O:21][C:17]1[CH:16]=[C:15]([C:13](=[O:14])[CH2:12][O:4][C:3]2[CH:5]=[CH:6][CH:7]=[CH:8][C:2]=2[C:1]([NH2:10])=[O:9])[CH:20]=[CH:19][CH:18]=1. (6) Given the reactants [C:1]([CH2:3][C:4]([NH:6][CH2:7][CH2:8][CH:9]([NH:13][C:14](=[O:18])[CH2:15][C:16]#[N:17])[CH2:10][CH2:11][CH3:12])=[O:5])#[N:2].[OH:19][C:20]1[CH:21]=[C:22]([CH:25]=[C:26]([OH:29])[C:27]=1[OH:28])[CH:23]=O, predict the reaction product. The product is: [C:1]([C:3](=[CH:23][C:22]1[CH:21]=[C:20]([OH:19])[C:27]([OH:28])=[C:26]([OH:29])[CH:25]=1)[C:4]([NH:6][CH2:7][CH2:8][CH:9]([NH:13][C:14](=[O:18])[C:15]([C:16]#[N:17])=[CH:23][C:22]1[CH:21]=[C:20]([OH:19])[C:27]([OH:28])=[C:26]([OH:29])[CH:25]=1)[CH2:10][CH2:11][CH3:12])=[O:5])#[N:2]. (7) Given the reactants C(OC([N:8]1[CH:12]=[C:11]([C:13]2[CH:18]=[C:17]([Cl:19])[CH:16]=[CH:15][C:14]=2[OH:20])[CH:10]=[N:9]1)=O)(C)(C)C.[C:21]([C:23]1[CH:24]=[C:25]([S:30]([NH:33][C:34]2[S:35][CH:36]=[CH:37][N:38]=2)(=[O:32])=[O:31])[CH:26]=[CH:27][C:28]=1F)#[N:22].C(=O)([O-])[O-].[K+].[K+].Cl, predict the reaction product. The product is: [Cl:19][C:17]1[CH:16]=[CH:15][C:14]([O:20][C:28]2[CH:27]=[CH:26][C:25]([S:30]([NH:33][C:34]3[S:35][CH:36]=[CH:37][N:38]=3)(=[O:31])=[O:32])=[CH:24][C:23]=2[C:21]#[N:22])=[C:13]([C:11]2[CH:12]=[N:8][NH:9][CH:10]=2)[CH:18]=1.